The task is: Predict the reaction yield, written as a fraction of the theoretical maximum amount of product (1.0 means a 100% yield; for example, 0.34 means a 34% yield).. This data is from Reaction yield outcomes from USPTO patents with 853,638 reactions. (1) The reactants are [Cl:1][C:2]1[CH:7]=[CH:6][C:5]([C:8]2[CH:13]=[CH:12][CH:11]=[CH:10][C:9]=2[S:14]([NH:17][C:18]2[CH:27]=[CH:26][C:25]([O:28][CH3:29])=[C:24]3[C:19]=2[CH2:20][CH2:21][C@H:22]([CH2:30][NH:31][C:32](=[O:38])[O:33][C:34]([CH3:37])([CH3:36])[CH3:35])[CH2:23]3)(=[O:16])=[O:15])=[CH:4][CH:3]=1.[H-].[Na+].I[CH3:42].O. The catalyst is CN(C=O)C. The yield is 0.950. The product is [Cl:1][C:2]1[CH:7]=[CH:6][C:5]([C:8]2[CH:13]=[CH:12][CH:11]=[CH:10][C:9]=2[S:14]([N:17]([CH3:42])[C:18]2[CH:27]=[CH:26][C:25]([O:28][CH3:29])=[C:24]3[C:19]=2[CH2:20][CH2:21][C@H:22]([CH2:30][NH:31][C:32](=[O:38])[O:33][C:34]([CH3:35])([CH3:37])[CH3:36])[CH2:23]3)(=[O:15])=[O:16])=[CH:4][CH:3]=1. (2) The reactants are [CH2:1]([O:5][C:6]1[C:15]2[C:10](=[CH:11][CH:12]=[C:13]([F:16])[CH:14]=2)[C:9](=[O:17])[N:8]([CH2:18][C:19]([CH3:22])([CH3:21])[CH3:20])[C:7]=1[C:23](OCC)=[O:24])[CH2:2][CH2:3][CH3:4].[OH-].[Na+].Cl.C(Cl)(=O)C(Cl)=O.[BH4-].[Na+]. The catalyst is O1CCCC1.C(O)C.CN(C)C=O.COCCOC.O. The product is [CH2:1]([O:5][C:6]1[C:15]2[C:10](=[CH:11][CH:12]=[C:13]([F:16])[CH:14]=2)[C:9](=[O:17])[N:8]([CH2:18][C:19]([CH3:22])([CH3:21])[CH3:20])[C:7]=1[CH2:23][OH:24])[CH2:2][CH2:3][CH3:4]. The yield is 0.571. (3) The reactants are [Br:1][C:2]1[CH:3]=[CH:4][C:5]([N:8]2[CH:12]=[C:11]([CH2:13][CH2:14][CH2:15][O:16][C:17]3[C:22]([CH3:23])=[CH:21][CH:20]=[CH:19][C:18]=3[CH2:24][C:25]([O:27]C)=[O:26])[C:10]([CH:29]([CH2:32][CH3:33])[CH2:30][CH3:31])=[N:9]2)=[N:6][CH:7]=1.[OH-].[Na+].O1CCCC1.Cl. The catalyst is CO. The product is [Br:1][C:2]1[CH:3]=[CH:4][C:5]([N:8]2[CH:12]=[C:11]([CH2:13][CH2:14][CH2:15][O:16][C:17]3[C:22]([CH3:23])=[CH:21][CH:20]=[CH:19][C:18]=3[CH2:24][C:25]([OH:27])=[O:26])[C:10]([CH:29]([CH2:32][CH3:33])[CH2:30][CH3:31])=[N:9]2)=[N:6][CH:7]=1. The yield is 0.890. (4) The reactants are [CH3:1][S:2](Cl)(=[O:4])=[O:3].CCN(CC)CC.[CH3:13][O:14][C:15](=[O:53])[C:16]1[CH:21]=[CH:20][C:19]([O:22][CH2:23][CH2:24][C:25]2[C:33]3[C:28](=[CH:29][CH:30]=[C:31]([Cl:34])[CH:32]=3)[N:27]([CH:35]([C:42]3[CH:47]=[CH:46][CH:45]=[CH:44][CH:43]=3)[C:36]3[CH:41]=[CH:40][CH:39]=[CH:38][CH:37]=3)[C:26]=2[CH2:48][CH2:49][OH:50])=[CH:18][C:17]=1[O:51][CH3:52]. The catalyst is ClCCl. The product is [CH3:13][O:14][C:15](=[O:53])[C:16]1[CH:21]=[CH:20][C:19]([O:22][CH2:23][CH2:24][C:25]2[C:33]3[C:28](=[CH:29][CH:30]=[C:31]([Cl:34])[CH:32]=3)[N:27]([CH:35]([C:42]3[CH:43]=[CH:44][CH:45]=[CH:46][CH:47]=3)[C:36]3[CH:41]=[CH:40][CH:39]=[CH:38][CH:37]=3)[C:26]=2[CH2:48][CH2:49][O:50][S:2]([CH3:1])(=[O:4])=[O:3])=[CH:18][C:17]=1[O:51][CH3:52]. The yield is 1.00.